This data is from Full USPTO retrosynthesis dataset with 1.9M reactions from patents (1976-2016). The task is: Predict the reactants needed to synthesize the given product. Given the product [F:1][C:2]1[CH:27]=[CH:26][CH:25]=[C:24]([F:28])[C:3]=1[C:4]([NH:6][C:7]1[C:8]([C:12]2[NH:16][C:15]3[CH:17]=[CH:18][CH:19]=[C:20]([C:21]([N:33]4[CH2:34][CH2:35][N:30]([CH3:29])[CH2:31][CH2:32]4)=[O:22])[C:14]=3[N:13]=2)=[N:9][NH:10][CH:11]=1)=[O:5], predict the reactants needed to synthesize it. The reactants are: [F:1][C:2]1[CH:27]=[CH:26][CH:25]=[C:24]([F:28])[C:3]=1[C:4]([NH:6][C:7]1[C:8]([C:12]2[NH:16][C:15]3[CH:17]=[CH:18][CH:19]=[C:20]([C:21](O)=[O:22])[C:14]=3[N:13]=2)=[N:9][NH:10][CH:11]=1)=[O:5].[CH3:29][N:30]1[CH2:35][CH2:34][NH:33][CH2:32][CH2:31]1.C(Cl)CCl.C1C=CC2N(O)N=NC=2C=1.